From a dataset of Kir2.1 potassium channel HTS with 301,493 compounds. Binary Classification. Given a drug SMILES string, predict its activity (active/inactive) in a high-throughput screening assay against a specified biological target. (1) The drug is O=C(C=1C(n2[nH]nnc2=NC1C(OC)=O)c1ccc(cc1)C)C. The result is 0 (inactive). (2) The molecule is Clc1c(C(N(CCCC)C(=O)CCC(=O)Nc2noc(c2)C)C(=O)NC(C)(C)C)cccc1. The result is 0 (inactive). (3) The drug is S(=O)(=O)(c1c(c2onc(n2)c2cc(cc(c2)C(F)(F)F)C(F)(F)F)cccc1)C. The result is 0 (inactive). (4) The compound is OC(CNC1CCCCC1)COc1c2c([nH]c(c2)C)ccc1. The result is 0 (inactive).